From a dataset of Full USPTO retrosynthesis dataset with 1.9M reactions from patents (1976-2016). Predict the reactants needed to synthesize the given product. Given the product [CH3:1][O:2][C:3](=[O:18])[CH:4]([NH:10][C:11]([O:13][C:14]([CH3:17])([CH3:16])[CH3:15])=[O:12])[CH2:5][S:6][C:9]1[CH:24]=[CH:25][C:20]([Br:19])=[CH:21][CH:22]=1, predict the reactants needed to synthesize it. The reactants are: [CH3:1][O:2][C:3](=[O:18])[CH:4]([NH:10][C:11]([O:13][C:14]([CH3:17])([CH3:16])[CH3:15])=[O:12])[CH2:5][S:6]([CH3:9])(=O)=O.[Br:19][C:20]1[CH:25]=[CH:24]C(S)=[CH:22][CH:21]=1.C([O-])([O-])=O.[Cs+].[Cs+].Cl.